Dataset: Full USPTO retrosynthesis dataset with 1.9M reactions from patents (1976-2016). Task: Predict the reactants needed to synthesize the given product. (1) Given the product [Cl:1][C:2]1[CH:3]=[C:4]([CH:28]=[CH:29][C:30]=1[Cl:31])[C:5]([NH:7][C:8]1[CH:27]=[CH:26][C:11]([O:12][C:13]2[CH:14]=[CH:15][C:16]([N:19]3[CH2:20][CH2:21][CH:22]([O:25][C:39](=[O:46])[C:40]4[CH:45]=[CH:44][CH:43]=[CH:42][CH:41]=4)[CH2:23][CH2:24]3)=[CH:17][CH:18]=2)=[CH:10][CH:9]=1)=[O:6], predict the reactants needed to synthesize it. The reactants are: [Cl:1][C:2]1[CH:3]=[C:4]([CH:28]=[CH:29][C:30]=1[Cl:31])[C:5]([NH:7][C:8]1[CH:27]=[CH:26][C:11]([O:12][C:13]2[CH:18]=[CH:17][C:16]([N:19]3[CH2:24][CH2:23][CH:22]([OH:25])[CH2:21][CH2:20]3)=[CH:15][CH:14]=2)=[CH:10][CH:9]=1)=[O:6].C(N(CC)CC)C.[C:39](Cl)(=[O:46])[C:40]1[CH:45]=[CH:44][CH:43]=[CH:42][CH:41]=1. (2) Given the product [C:6]1([CH3:16])[CH:11]=[CH:10][C:9]([S:12]([N:1]2[CH:5]=[CH:4][CH:3]=[N:2]2)(=[O:14])=[O:13])=[CH:8][CH:7]=1, predict the reactants needed to synthesize it. The reactants are: [NH:1]1[CH:5]=[CH:4][CH:3]=[N:2]1.[C:6]1([CH3:16])[CH:11]=[CH:10][C:9]([S:12](Cl)(=[O:14])=[O:13])=[CH:8][CH:7]=1.O. (3) Given the product [F:13][C:14]1[CH:15]=[CH:16][C:17]([C:20]2[N:21]=[CH:22][N:23]([CH2:9][C@@H:8]([OH:10])[C:7]([CH3:12])([CH3:11])[CH3:6])[CH:24]=2)=[CH:18][CH:19]=1, predict the reactants needed to synthesize it. The reactants are: CCCCC.[CH3:6][C:7]([CH3:12])([CH3:11])[C@@H:8]1[O:10][CH2:9]1.[F:13][C:14]1[CH:19]=[CH:18][C:17]([C:20]2[N:21]=[CH:22][NH:23][CH:24]=2)=[CH:16][CH:15]=1. (4) Given the product [Cl:1][C:2]1[CH:3]=[CH:4][C:5]([C:6]([NH:61][C@H:56]2[CH2:57][CH2:58][CH2:59][CH2:60][C@@H:55]2[CH2:54][N:50]2[CH2:51][CH2:52][CH2:53][C@@H:48]([CH2:14][O:18][CH2:41][CH3:43])[CH2:49]2)=[O:8])=[CH:9][CH:10]=1, predict the reactants needed to synthesize it. The reactants are: [Cl:1][C:2]1[CH:10]=[CH:9][C:5]([C:6]([OH:8])=O)=[CH:4][CH:3]=1.CN([C:14]([O:18]N1N=NC2C=CC=NC1=2)=[N+](C)C)C.F[P-](F)(F)(F)(F)F.C(N([CH:41]([CH3:43])C)CC)(C)C.Cl.C(O[C@@H:48]1[CH2:53][CH2:52][CH2:51][N:50]([CH2:54][C@H:55]2[CH2:60][CH2:59][CH2:58][CH2:57][C@@H:56]2[NH2:61])[CH2:49]1)C. (5) Given the product [O:1]=[S:2]1(=[O:27])[C:8]2[CH:9]=[CH:10][C:11]([S:36][CH2:35][C:34]([OH:38])=[O:37])=[CH:12][C:7]=2[CH:6]([C:14]2[CH:19]=[CH:18][CH:17]=[CH:16][CH:15]=2)[CH:5]([OH:20])[C:4]([CH2:23][CH2:24][CH2:25][CH3:26])([CH2:21][CH3:22])[CH2:3]1, predict the reactants needed to synthesize it. The reactants are: [O:1]=[S:2]1(=[O:27])[C:8]2[CH:9]=[CH:10][C:11](F)=[CH:12][C:7]=2[CH:6]([C:14]2[CH:19]=[CH:18][CH:17]=[CH:16][CH:15]=2)[CH:5]([OH:20])[C:4]([CH2:23][CH2:24][CH2:25][CH3:26])([CH2:21][CH3:22])[CH2:3]1.C(=O)([O-])[O-].[Cs+].[Cs+].[C:34]([O:38]CC)(=[O:37])[CH2:35][SH:36].O. (6) Given the product [Br:71][C:72]1[CH:77]=[CH:76][CH:75]=[CH:74][C:73]=1[N:20]1[CH2:19][CH2:18][O:17][C:16]2[CH:21]=[C:12]([S:9]([N:8]([CH2:7][C:6]3[CH:5]=[CH:4][C:3]([O:2][CH3:1])=[CH:28][CH:27]=3)[C:22]3[S:23][CH:24]=[CH:25][N:26]=3)(=[O:11])=[O:10])[CH:13]=[CH:14][C:15]1=2, predict the reactants needed to synthesize it. The reactants are: [CH3:1][O:2][C:3]1[CH:28]=[CH:27][C:6]([CH2:7][N:8]([C:22]2[S:23][CH:24]=[CH:25][N:26]=2)[S:9]([C:12]2[CH:13]=[CH:14][C:15]3[NH:20][CH2:19][CH2:18][O:17][C:16]=3[CH:21]=2)(=[O:11])=[O:10])=[CH:5][CH:4]=1.CC1(C)C2C(=C(P(C3C=CC=CC=3)C3C=CC=CC=3)C=CC=2)OC2C(P(C3C=CC=CC=3)C3C=CC=CC=3)=CC=CC1=2.[Br:71][C:72]1[CH:77]=[CH:76][CH:75]=[CH:74][C:73]=1I.CC(C)([O-])C.[Na+]. (7) Given the product [Cl:21][C:5]1[C:6]([NH:9][C:10]23[C:16]([CH3:17])([CH3:18])[C:13]([CH3:19])([CH2:14][CH2:15]2)[C:12](=[O:20])[CH2:11]3)=[C:7]2[N:8]=[C:26]([C:25]3[CH:28]=[CH:29][C:30]([N:32]4[CH2:37][CH2:36][O:35][CH2:34][CH2:33]4)=[CH:31][C:24]=3[O:23][CH3:22])[NH:1][C:2]2=[N:3][CH:4]=1, predict the reactants needed to synthesize it. The reactants are: [NH2:1][C:2]1[C:7]([NH2:8])=[C:6]([NH:9][C:10]23[C:16]([CH3:18])([CH3:17])[C:13]([CH3:19])([CH2:14][CH2:15]2)[C:12](=[O:20])[CH2:11]3)[C:5]([Cl:21])=[CH:4][N:3]=1.[CH3:22][O:23][C:24]1[CH:31]=[C:30]([N:32]2[CH2:37][CH2:36][O:35][CH2:34][CH2:33]2)[CH:29]=[CH:28][C:25]=1[CH:26]=O.C([O-])(=O)C.[NH4+]. (8) Given the product [C:1]([O:5][C:6]([NH:8][CH:9]([CH2:20][C:21]1[CH:22]=[CH:23][C:24]([O:27][CH2:28][CH2:29][CH2:30][CH2:31][CH2:32][O:33][C:34]2[CH:39]=[C:38]([C:40]3[CH:41]=[CH:42][CH:43]=[CH:44][CH:45]=3)[CH:37]=[C:36]([C:46]3[CH:47]=[CH:48][CH:49]=[CH:50][CH:51]=3)[N:35]=2)=[CH:25][CH:26]=1)[C:10]([OH:12])=[O:11])=[O:7])([CH3:4])([CH3:2])[CH3:3], predict the reactants needed to synthesize it. The reactants are: [C:1]([O:5][C:6]([NH:8][CH:9]([CH2:20][C:21]1[CH:26]=[CH:25][C:24]([O:27][CH2:28][CH2:29][CH2:30][CH2:31][CH2:32][O:33][C:34]2[CH:39]=[C:38]([C:40]3[CH:45]=[CH:44][CH:43]=[CH:42][CH:41]=3)[CH:37]=[C:36]([C:46]3[CH:51]=[CH:50][CH:49]=[CH:48][CH:47]=3)[N:35]=2)=[CH:23][CH:22]=1)[C:10]([O:12]CC1C=CC=CC=1)=[O:11])=[O:7])([CH3:4])([CH3:3])[CH3:2]. (9) Given the product [CH3:1][O:2][CH2:3][O:4][C@H:5]1[CH2:9][CH2:8][N:7]([CH2:10][C@@H:11]([N:18]([C:20]2[CH:21]=[CH:22][C:23]([C:24]([OH:26])=[O:25])=[CH:28][CH:29]=2)[CH3:19])[C:12]2[CH:17]=[CH:16][CH:15]=[CH:14][CH:13]=2)[CH2:6]1, predict the reactants needed to synthesize it. The reactants are: [CH3:1][O:2][CH2:3][O:4][C@H:5]1[CH2:9][CH2:8][N:7]([CH2:10][C@@H:11]([N:18]([C:20]2[CH:29]=[CH:28][C:23]([C:24]([O:26]C)=[O:25])=[CH:22][CH:21]=2)[CH3:19])[C:12]2[CH:17]=[CH:16][CH:15]=[CH:14][CH:13]=2)[CH2:6]1.[OH-].[Na+].Cl. (10) Given the product [F:22][C:19]1[CH:20]=[CH:21][C:16]([C@@H:14]([NH:13][C:11](=[O:12])[C:10]2[CH:23]=[CH:24][CH:25]=[N:26][C:9]=2[NH:8][CH2:7][C:5]2[S:6][C:2]([B:30]3[O:31][C:32]([CH3:34])([CH3:33])[C:28]([CH3:44])([CH3:27])[O:29]3)=[CH:3][CH:4]=2)[CH3:15])=[CH:17][CH:18]=1, predict the reactants needed to synthesize it. The reactants are: Br[C:2]1[S:6][C:5]([CH2:7][NH:8][C:9]2[N:26]=[CH:25][CH:24]=[CH:23][C:10]=2[C:11]([NH:13][C@H:14]([C:16]2[CH:21]=[CH:20][C:19]([F:22])=[CH:18][CH:17]=2)[CH3:15])=[O:12])=[CH:4][CH:3]=1.[CH3:27][C:28]1([CH3:44])[C:32]([CH3:34])([CH3:33])[O:31][B:30]([B:30]2[O:31][C:32]([CH3:34])([CH3:33])[C:28]([CH3:44])([CH3:27])[O:29]2)[O:29]1.CC([O-])=O.[K+].ClCCl.